The task is: Predict which catalyst facilitates the given reaction.. This data is from Catalyst prediction with 721,799 reactions and 888 catalyst types from USPTO. (1) Reactant: [OH:1][C:2]1[C:3]2[CH:4]=[C:5](/[CH:15]=[CH:16]/[C:17]([OH:19])=O)[CH:6]=[N:7][C:8]=2[NH:9][C:10](=[O:14])[C:11]=1[CH2:12][CH3:13].[CH2:20]1[C:30]2=[C:31]3[C:26](=[CH:27][CH:28]=[CH:29]2)[C:25]([CH2:32][NH:33][CH3:34])=[CH:24][CH:23]=[C:22]3[CH2:21]1.CCN=C=NCCCN(C)C.C1C=CC2N(O)N=NC=2C=1.CCN(C(C)C)C(C)C.Cl. The catalyst class is: 18. Product: [CH2:20]1[C:30]2=[C:31]3[C:26](=[CH:27][CH:28]=[CH:29]2)[C:25]([CH2:32][N:33]([CH3:34])[C:17](=[O:19])/[CH:16]=[CH:15]/[C:5]2[CH:6]=[N:7][C:8]4[NH:9][C:10](=[O:14])[C:11]([CH2:12][CH3:13])=[C:2]([OH:1])[C:3]=4[CH:4]=2)=[CH:24][CH:23]=[C:22]3[CH2:21]1. (2) Reactant: [F:1][C:2]1[CH:3]=[CH:4][C:5]2[O:10][C:9]([C:11]([OH:13])=[O:12])=[CH:8][C:7](=O)[C:6]=2[CH:15]=1.[H][H].[CH3:18]S(O)(=O)=O. Product: [CH3:18][O:13][C:11]([CH:9]1[CH:8]=[CH:7][C:6]2[CH:15]=[C:2]([F:1])[CH:3]=[CH:4][C:5]=2[O:10]1)=[O:12]. The catalyst class is: 123. (3) Reactant: CCN=C=N[CH2:6][CH2:7][CH2:8][N:9]([CH3:11])C.F[P-](F)(F)(F)(F)F.N1(O[P+](N(C)C)(N(C)C)N(C)C)[C:23]2[CH:24]=[CH:25]C=[CH:27][C:22]=2N=N1.C(N(C(C)C)CC)(C)C. Product: [NH:9]1[C:8]2[C:23](=[CH:22][CH:27]=[CH:6][CH:7]=2)[CH2:24][CH:25]=[CH:11]1. The catalyst class is: 7. (4) The catalyst class is: 266. Product: [C:32]([O:31][P:25]([O:1][CH2:2][C:3]([NH:11][C:12](=[O:21])[O:13][CH2:14][C:15]1[CH:16]=[CH:17][CH:18]=[CH:19][CH:20]=1)([C:5]1[CH:10]=[CH:9][CH:8]=[CH:7][CH:6]=1)[CH3:4])([O:26][C:27]([CH3:28])([CH3:29])[CH3:30])=[O:48])([CH3:33])([CH3:34])[CH3:35]. Reactant: [OH:1][CH2:2][C:3]([NH:11][C:12](=[O:21])[O:13][CH2:14][C:15]1[CH:20]=[CH:19][CH:18]=[CH:17][CH:16]=1)([C:5]1[CH:10]=[CH:9][CH:8]=[CH:7][CH:6]=1)[CH3:4].C(N(CC)[P:25]([O:31][C:32]([CH3:35])([CH3:34])[CH3:33])[O:26][C:27]([CH3:30])([CH3:29])[CH3:28])C.N1C=NN=N1.ClC1C=C(C=CC=1)C(OO)=[O:48]. (5) Reactant: C([O:5]C([N:8]1[CH:17]([CH3:18])[CH2:16][C:15]2[C:14]([O:19][C:20]3[CH:21]=[C:22]4[C:26](=[CH:27][CH:28]=3)[N:25]([C:29](=[O:40])[NH:30][C:31]3[NH:32][N:33]=[C:34]([C:36]([CH3:39])([CH3:38])[CH3:37])[CH:35]=3)[CH:24]=[CH:23]4)=[N:13][CH:12]=[N:11][C:10]=2[CH2:9]1)=O)(C)(C)C.C(O)(C(F)(F)F)=O. Product: [NH4+:8].[OH-:5].[C:36]([C:34]1[CH:35]=[C:31]([NH:30][C:29]([N:25]2[C:26]3[C:22](=[CH:21][C:20]([O:19][C:14]4[C:15]5[CH2:16][CH:17]([CH3:18])[NH:8][CH2:9][C:10]=5[N:11]=[CH:12][N:13]=4)=[CH:28][CH:27]=3)[CH:23]=[CH:24]2)=[O:40])[NH:32][N:33]=1)([CH3:39])([CH3:37])[CH3:38]. The catalyst class is: 2. (6) Reactant: [C:1]([O:4][CH:5]([O:7][C:8](=[O:14])[CH2:9][CH2:10][C:11]([OH:13])=[O:12])[CH3:6])(=[O:3])[CH3:2].C(N(C(C)C)CC)(C)C.[C:24]([O:27][CH2:28]Br)(=[O:26])[CH3:25]. Product: [C:24]([O:27][CH2:28][O:12][C:11](=[O:13])[CH2:10][CH2:9][C:8]([O:7][CH:5]([O:4][C:1](=[O:3])[CH3:2])[CH3:6])=[O:14])(=[O:26])[CH3:25]. The catalyst class is: 4. (7) Reactant: [CH2:1]([O:3][C:4](=[O:16])[CH2:5][O:6][C:7]1[CH:8]=[C:9]2[C:13](=[CH:14][CH:15]=1)[NH:12][CH:11]=[CH:10]2)C.[H-].[Na+].[CH3:19][N:20]1[C:24]([C:25]([F:28])([F:27])[F:26])=[CH:23][C:22]([C:29]2[S:33][C:32]([S:34](Cl)(=[O:36])=[O:35])=[CH:31][CH:30]=2)=[N:21]1. Product: [CH3:1][O:3][C:4](=[O:16])[CH2:5][O:6][C:7]1[CH:8]=[C:9]2[C:13](=[CH:14][CH:15]=1)[N:12]([S:34]([C:32]1[S:33][C:29]([C:22]3[CH:23]=[C:24]([C:25]([F:26])([F:27])[F:28])[N:20]([CH3:19])[N:21]=3)=[CH:30][CH:31]=1)(=[O:35])=[O:36])[CH:11]=[CH:10]2. The catalyst class is: 3.